Task: Predict the reactants needed to synthesize the given product.. Dataset: Full USPTO retrosynthesis dataset with 1.9M reactions from patents (1976-2016) (1) Given the product [Cl:1][C:2]1[CH:3]=[C:4]([CH:5]=[O:6])[CH:7]=[CH:8][C:9]=1[O:10][CH2:34][C:35]([O:37][C:38]([CH3:41])([CH3:40])[CH3:39])=[O:36], predict the reactants needed to synthesize it. The reactants are: [Cl:1][C:2]1[CH:3]=[C:4]([CH:7]=[CH:8][C:9]=1[OH:10])[CH:5]=[O:6].N[C@H](C(O)=O)CC1C=C2C(C=CC=C2)=CC=1.C([O-])([O-])=O.[K+].[K+].Br[CH2:34][C:35]([O:37][C:38]([CH3:41])([CH3:40])[CH3:39])=[O:36]. (2) The reactants are: [C:1]([O:5][C:6]([NH:8][C@H:9]([CH2:13][C:14]#[CH:15])[C:10](O)=O)=[O:7])([CH3:4])([CH3:3])[CH3:2].[NH2:16][C:17]1[CH:25]=[C:24]([Cl:26])[CH:23]=[CH:22][C:18]=1[C:19]([OH:21])=O.P(OC1C=CC=CC=1)(OC1C=CC=CC=1)OC1C=CC=CC=1.[C:49]1([NH:55][NH2:56])[CH:54]=[CH:53][CH:52]=[CH:51][CH:50]=1. Given the product [C:1]([O:5][C:6](=[O:7])[NH:8][C@@H:9]([C:10]1[N:56]([NH:55][C:49]2[CH:54]=[CH:53][CH:52]=[CH:51][CH:50]=2)[C:19](=[O:21])[C:18]2[C:17](=[CH:25][C:24]([Cl:26])=[CH:23][CH:22]=2)[N:16]=1)[CH2:13][C:14]#[CH:15])([CH3:4])([CH3:3])[CH3:2], predict the reactants needed to synthesize it. (3) Given the product [CH3:24][N:22]([CH3:23])[C:13]1([C:16]2[CH:17]=[CH:18][CH:19]=[CH:20][CH:21]=2)[CH2:12][CH2:11][CH:10]([NH:9][C:8]([N:40]2[CH2:41][CH2:42][CH:37]([C:31]3[C:30]4[C:34](=[CH:35][CH:36]=[C:28]([O:27][CH3:26])[CH:29]=4)[NH:33][CH:32]=3)[CH2:38][CH2:39]2)=[O:25])[CH2:15][CH2:14]1, predict the reactants needed to synthesize it. The reactants are: C1(O[C:8](=[O:25])[NH:9][CH:10]2[CH2:15][CH2:14][C:13]([N:22]([CH3:24])[CH3:23])([C:16]3[CH:21]=[CH:20][CH:19]=[CH:18][CH:17]=3)[CH2:12][CH2:11]2)C=CC=CC=1.[CH3:26][O:27][C:28]1[CH:29]=[C:30]2[C:34](=[CH:35][CH:36]=1)[NH:33][CH:32]=[C:31]2[CH:37]1[CH2:42][CH2:41][NH:40][CH2:39][CH2:38]1.